Task: Predict the reaction yield, written as a fraction of the theoretical maximum amount of product (1.0 means a 100% yield; for example, 0.34 means a 34% yield).. Dataset: Reaction yield outcomes from USPTO patents with 853,638 reactions (1) The reactants are [Br:1][C:2]1[CH:7]=[C:6]([F:8])[CH:5]=[CH:4][C:3]=1[OH:9].Br[CH2:11][CH2:12][O:13][CH2:14][C:15]1[CH:20]=[CH:19][CH:18]=[CH:17][CH:16]=1.C([O-])([O-])=O.[K+].[K+].O. The catalyst is CN(C=O)C. The product is [CH2:14]([O:13][CH2:12][CH2:11][O:9][C:3]1[CH:4]=[CH:5][C:6]([F:8])=[CH:7][C:2]=1[Br:1])[C:15]1[CH:20]=[CH:19][CH:18]=[CH:17][CH:16]=1. The yield is 0.950. (2) The reactants are [CH2:1]([O:3][C:4](=[O:18])[CH2:5][NH:6][CH2:7][C:8]1[CH:13]=[C:12]([Cl:14])[CH:11]=[CH:10][C:9]=1[N+:15]([O-:17])=[O:16])[CH3:2].[C:19](O[C:19]([O:21][C:22]([CH3:25])([CH3:24])[CH3:23])=[O:20])([O:21][C:22]([CH3:25])([CH3:24])[CH3:23])=[O:20]. The catalyst is ClCCl. The product is [CH2:1]([O:3][C:4](=[O:18])[CH2:5][N:6]([C:19]([O:21][C:22]([CH3:25])([CH3:24])[CH3:23])=[O:20])[CH2:7][C:8]1[CH:13]=[C:12]([Cl:14])[CH:11]=[CH:10][C:9]=1[N+:15]([O-:17])=[O:16])[CH3:2]. The yield is 0.510. (3) The reactants are [O:1]=[C:2]1[C:8]2=[N:9][C:10]3[CH:15]=[CH:14][C:13]([C:16]([OH:18])=O)=[CH:12][C:11]=3[N:7]2[CH2:6][CH2:5][CH2:4][NH:3]1.CN(C([O:26][N:27]1N=N[C:29]2[CH:30]=[CH:31]C=[N:33][C:28]1=2)=[N+](C)C)C.F[P-](F)(F)(F)(F)F.CCN(P1(N(C)CCCN1)=NC(C)(C)C)CC.CC1ON=C(N)C=1. The catalyst is ClC(Cl)C.CO. The product is [CH3:31][C:30]1[O:26][N:27]=[C:28]([NH:33][C:16]([C:13]2[CH:14]=[CH:15][C:10]3[N:9]=[C:8]4[C:2](=[O:1])[NH:3][CH2:4][CH2:5][CH2:6][N:7]4[C:11]=3[CH:12]=2)=[O:18])[CH:29]=1. The yield is 0.360. (4) The reactants are Br.[Br:2][CH:3]1[C:8](=[O:9])[CH2:7][CH2:6][NH:5][CH2:4]1.[F:10][C:11]([F:22])([F:21])[C:12](O[C:12](=[O:13])[C:11]([F:22])([F:21])[F:10])=[O:13].O. The catalyst is ClCCl. The product is [Br:2][CH:3]1[C:8](=[O:9])[CH2:7][CH2:6][N:5]([C:12](=[O:13])[C:11]([F:22])([F:21])[F:10])[CH2:4]1. The yield is 0.240.